Dataset: Forward reaction prediction with 1.9M reactions from USPTO patents (1976-2016). Task: Predict the product of the given reaction. Given the reactants [H-].[Na+].[CH3:3][O:4][CH2:5][CH2:6][CH2:7][O:8][C:9]1[CH:10]=[C:11]([CH:14]=[CH:15][CH:16]=1)[CH:12]=O.[N+:17]([CH2:19][C:20]([O:22][CH3:23])=[O:21])#[C-:18].C(O)(=[O:26])C, predict the reaction product. The product is: [CH:18]([NH:17][C:19](=[CH:12][C:11]1[CH:14]=[CH:15][CH:16]=[C:9]([O:8][CH2:7][CH2:6][CH2:5][O:4][CH3:3])[CH:10]=1)[C:20]([O:22][CH3:23])=[O:21])=[O:26].